This data is from Forward reaction prediction with 1.9M reactions from USPTO patents (1976-2016). The task is: Predict the product of the given reaction. (1) Given the reactants [CH:1]1([N:6]2[C:11]3=[N:12][C:13](S(C)=O)=[N:14][CH:15]=[C:10]3[CH2:9][N:8]([C:19]3[CH:24]=[C:23]([O:25][CH3:26])[CH:22]=[C:21]([O:27][CH3:28])[C:20]=3[F:29])[C:7]2=[O:30])[CH2:5][CH2:4][CH2:3][CH2:2]1.[OH:31][C@H:32]1[CH2:37][CH2:36][C@H:35]([NH2:38])[CH2:34][CH2:33]1, predict the reaction product. The product is: [CH:1]1([N:6]2[C:11]3=[N:12][C:13]([NH:38][C@H:35]4[CH2:36][CH2:37][C@H:32]([OH:31])[CH2:33][CH2:34]4)=[N:14][CH:15]=[C:10]3[CH2:9][N:8]([C:19]3[CH:24]=[C:23]([O:25][CH3:26])[CH:22]=[C:21]([O:27][CH3:28])[C:20]=3[F:29])[C:7]2=[O:30])[CH2:5][CH2:4][CH2:3][CH2:2]1. (2) Given the reactants FC(F)(S(N)(=O)=O)C(F)(F)C(F)(F)C(F)(F)F.C([O-])([O-])=O.[Na+].[Na+].C(C1OCCN=1)C.[C:31]([S:44]([N:47]([CH2:55][CH2:56][NH:57]C(CC)=O)[CH2:48][CH2:49][NH:50]C(CC)=O)(=[O:46])=[O:45])([C:34]([C:37]([C:40]([F:43])([F:42])[F:41])([F:39])[F:38])([F:36])[F:35])([F:33])[F:32].C(S(NCCNC(CC)=O)(=O)=O)(C(C(C(F)(F)F)(F)F)(F)F)(F)F.C(S(N(CCN(CCNC(CC)=O)C(CC)=O)CCNC(CC)=O)(=O)=O)(C(C(C(F)(F)F)(F)F)(F)F)(F)F.Cl, predict the reaction product. The product is: [NH2:50][CH2:49][CH2:48][N:47]([CH2:55][CH2:56][NH2:57])[S:44]([C:31]([F:33])([F:32])[C:34]([F:35])([F:36])[C:37]([F:38])([F:39])[C:40]([F:43])([F:41])[F:42])(=[O:46])=[O:45]. (3) Given the reactants [Br:1][C:2]1[CH:7]=[CH:6][C:5]([C@@H:8]([NH:10][C:11](=[O:24])[CH2:12][CH:13]([C:18]2[CH:23]=[CH:22][CH:21]=[CH:20][CH:19]=2)[CH2:14][C:15](O)=[O:16])[CH3:9])=[CH:4][CH:3]=1.B, predict the reaction product. The product is: [Br:1][C:2]1[CH:3]=[CH:4][C:5]([C@@H:8]([NH:10][C:11](=[O:24])[CH2:12][CH:13]([C:18]2[CH:19]=[CH:20][CH:21]=[CH:22][CH:23]=2)[CH2:14][CH2:15][OH:16])[CH3:9])=[CH:6][CH:7]=1. (4) Given the reactants [Br:1][C:2]1[C:3]([F:17])=[C:4]([NH:9]C(=O)OC(C)(C)C)[CH:5]=[C:6]([CH3:8])[CH:7]=1.Cl.[OH-].[Na+], predict the reaction product. The product is: [Br:1][C:2]1[C:3]([F:17])=[C:4]([CH:5]=[C:6]([CH3:8])[CH:7]=1)[NH2:9]. (5) The product is: [NH:12]1[C:13]2[C:18](=[CH:17][CH:16]=[CH:15][CH:14]=2)[C:10](/[CH:9]=[CH:8]/[C:4]2[C:3]3[O:19][C:26]([C:22]4[N:21]([CH3:20])[CH:25]=[CH:24][CH:23]=4)=[N:1][C:2]=3[CH:7]=[CH:6][CH:5]=2)=[N:11]1. Given the reactants [NH2:1][C:2]1[CH:7]=[CH:6][CH:5]=[C:4](/[CH:8]=[CH:9]/[C:10]2[C:18]3[C:13](=[CH:14][CH:15]=[CH:16][CH:17]=3)[NH:12][N:11]=2)[C:3]=1[OH:19].[CH3:20][N:21]1[CH:25]=[CH:24][CH:23]=[C:22]1[C:26](Cl)=O.C(=O)([O-])O.[Na+], predict the reaction product. (6) Given the reactants [Br:1]N1C(=O)CCC1=O.N(C(C)(C)C#N)=NC(C)(C)C#N.[Cl:21][C:22]1[CH:23]=[C:24]([N:28]2[CH2:33][CH2:32][N:31]([C:34]([C:36]3[N:37]([C:42]4[CH:47]=[CH:46][CH:45]=[CH:44][CH:43]=4)[N:38]=[C:39]([CH3:41])[CH:40]=3)=[O:35])[CH2:30][CH2:29]2)[CH:25]=[CH:26][CH:27]=1, predict the reaction product. The product is: [Br:1][C:27]1[CH:26]=[CH:25][C:24]([N:28]2[CH2:29][CH2:30][N:31]([C:34]([C:36]3[N:37]([C:42]4[CH:43]=[CH:44][CH:45]=[CH:46][CH:47]=4)[N:38]=[C:39]([CH3:41])[CH:40]=3)=[O:35])[CH2:32][CH2:33]2)=[CH:23][C:22]=1[Cl:21].